This data is from Full USPTO retrosynthesis dataset with 1.9M reactions from patents (1976-2016). The task is: Predict the reactants needed to synthesize the given product. (1) Given the product [OH:24][CH2:23][C@H:22]([NH:21][C:9](=[O:10])[O:11][C:12]([CH3:13])([CH3:14])[CH3:15])[C:25]1[CH:30]=[CH:29][CH:28]=[CH:27][CH:26]=1, predict the reactants needed to synthesize it. The reactants are: [CH3:13][C:12]([O:11][C:9](O[C:9]([O:11][C:12]([CH3:15])([CH3:14])[CH3:13])=[O:10])=[O:10])([CH3:15])[CH3:14].C1COCC1.[NH2:21][C@H:22]([C:25]1[CH:30]=[CH:29][CH:28]=[CH:27][CH:26]=1)[CH2:23][OH:24]. (2) Given the product [C:19]([O:23][C:24](=[O:29])[NH:25][CH2:26][C:27]#[C:28][C:5]1[CH:4]=[CH:3][C:2]([Cl:1])=[CH:7][C:6]=1[C:8](=[O:9])[C:10]1[C:15]([F:16])=[CH:14][CH:13]=[CH:12][C:11]=1[F:17])([CH3:22])([CH3:21])[CH3:20], predict the reactants needed to synthesize it. The reactants are: [Cl:1][C:2]1[CH:3]=[CH:4][C:5](I)=[C:6]([C:8]([C:10]2[C:15]([F:16])=[CH:14][CH:13]=[CH:12][C:11]=2[F:17])=[O:9])[CH:7]=1.[C:19]([O:23][C:24](=[O:29])[NH:25][CH2:26][C:27]#[CH:28])([CH3:22])([CH3:21])[CH3:20]. (3) Given the product [F:21][C:22]([F:32])([F:33])[O:23][C:24]1[CH:29]=[CH:28][C:27]([CH2:30][N:31]2[CH:2]([C:9]3[C:14]([O:15][CH3:16])=[CH:13][C:12]([O:17][CH3:18])=[CH:11][C:10]=3[O:19][CH3:20])[CH2:3][CH2:4][C:5]2=[O:7])=[CH:26][CH:25]=1, predict the reactants needed to synthesize it. The reactants are: O=[C:2]([C:9]1[C:14]([O:15][CH3:16])=[CH:13][C:12]([O:17][CH3:18])=[CH:11][C:10]=1[O:19][CH3:20])[CH2:3][CH2:4][C:5]([O:7]C)=O.[F:21][C:22]([F:33])([F:32])[O:23][C:24]1[CH:29]=[CH:28][C:27]([CH2:30][NH2:31])=[CH:26][CH:25]=1. (4) The reactants are: [Br:1][C:2]1[S:11][C:5]2[N:6]=[CH:7][N:8]=[C:9](Cl)[C:4]=2[C:3]=1[CH3:12].C(OC(=O)[NH:19][CH2:20][CH:21]([O:23][C:24]1[CH:29]=[C:28]([F:30])[CH:27]=[CH:26][C:25]=1[NH2:31])[CH3:22])(C)(C)C.CCN(C(C)C)C(C)C. Given the product [NH2:19][CH2:20][CH:21]([CH3:22])[O:23][C:24]1[CH:29]=[C:28]([F:30])[CH:27]=[CH:26][C:25]=1[NH:31][C:9]1[C:4]2[C:3]([CH3:12])=[C:2]([Br:1])[S:11][C:5]=2[N:6]=[CH:7][N:8]=1, predict the reactants needed to synthesize it. (5) Given the product [N+:1]([C:4]1[CH:5]=[CH:6][C:7]([O:27][C:28]2[CH:29]=[C:30]([CH:34]3[CH2:43][CH2:42][C:41]4[C:36](=[CH:37][CH:38]=[C:39]([O:44][C:45]5[N:50]=[CH:49][C:48]([NH:51][C:52](=[O:54])[CH3:53])=[CH:47][CH:46]=5)[CH:40]=4)[O:35]3)[CH:31]=[CH:32][CH:33]=2)=[N:8][CH:9]=1)([O-:3])=[O:2], predict the reactants needed to synthesize it. The reactants are: [N+:1]([C:4]1[CH:5]=[CH:6][C:7](OC2C=C3C(=CC=2)OC(C2C=CC=CC=2)CC3)=[N:8][CH:9]=1)([O-:3])=[O:2].[OH:27][C:28]1[CH:29]=[C:30]([CH:34]2[CH2:43][CH2:42][C:41]3[C:36](=[CH:37][CH:38]=[C:39]([O:44][C:45]4[N:50]=[CH:49][C:48]([NH:51][C:52](=[O:54])[CH3:53])=[CH:47][CH:46]=4)[CH:40]=3)[O:35]2)[CH:31]=[CH:32][CH:33]=1. (6) Given the product [CH:6]1[CH:5]=[N:4][C:3]([N:8]2[CH2:13][CH2:12][N:11]([CH2:14][CH2:15][CH2:16][CH2:17][N:18]3[C:27](=[O:28])[CH2:26][C:21]4([CH2:22][CH2:23][CH2:24][CH2:25]4)[CH2:20][C:19]3=[O:29])[CH2:10][CH2:9]2)=[N:2][CH:7]=1, predict the reactants needed to synthesize it. The reactants are: Cl.[N:2]1[CH:7]=[CH:6][CH:5]=[N:4][C:3]=1[N:8]1[CH2:13][CH2:12][N:11]([CH2:14][CH2:15][CH2:16][CH2:17][N:18]2[C:27](=[O:28])[CH2:26][C:21]3([CH2:25][CH2:24][CH2:23][CH2:22]3)[CH2:20][C:19]2=[O:29])[CH2:10][CH2:9]1. (7) Given the product [CH3:13][N:14]([CH3:20])[CH:15]1[CH2:19][CH2:18][N:17]([C:2]2[NH:3][C:4](=[O:12])[C:5]3[C:10]([CH:11]=2)=[CH:9][CH:8]=[CH:7][CH:6]=3)[CH2:16]1, predict the reactants needed to synthesize it. The reactants are: Cl[C:2]1[NH:3][C:4](=[O:12])[C:5]2[C:10]([CH:11]=1)=[CH:9][CH:8]=[CH:7][CH:6]=2.[CH3:13][N:14]([CH3:20])[CH:15]1[CH2:19][CH2:18][NH:17][CH2:16]1.